Dataset: Reaction yield outcomes from USPTO patents with 853,638 reactions. Task: Predict the reaction yield, written as a fraction of the theoretical maximum amount of product (1.0 means a 100% yield; for example, 0.34 means a 34% yield). (1) The product is [Br-:30].[CH3:15][C:11]([CH3:16])([CH2:10][CH2:9][N:8]([CH3:17])[C:6](=[O:7])[O:5][C:1]([CH3:2])([CH3:3])[CH3:4])[C:12](=[O:14])[NH:31][CH2:32][CH2:33][CH2:34][CH2:35][P+:36]([C:49]1[CH:54]=[CH:53][CH:52]=[CH:51][CH:50]=1)([C:37]1[CH:38]=[CH:39][CH:40]=[CH:41][CH:42]=1)[C:43]1[CH:48]=[CH:47][CH:46]=[CH:45][CH:44]=1. The catalyst is CN(C)C=O.C(Cl)Cl. The yield is 0.690. The reactants are [C:1]([O:5][C:6]([N:8]([CH3:17])[CH2:9][CH2:10][C:11]([CH3:16])([CH3:15])[C:12]([OH:14])=O)=[O:7])([CH3:4])([CH3:3])[CH3:2].C1N=CN(C(N2C=NC=C2)=O)C=1.[Br-:30].[NH2:31][CH2:32][CH2:33][CH2:34][CH2:35][P+:36]([C:49]1[CH:54]=[CH:53][CH:52]=[CH:51][CH:50]=1)([C:43]1[CH:48]=[CH:47][CH:46]=[CH:45][CH:44]=1)[C:37]1[CH:42]=[CH:41][CH:40]=[CH:39][CH:38]=1. (2) The reactants are [F:1][C:2]([F:10])([F:9])[C:3]([CH3:8])([CH3:7])[C:4](O)=[O:5].C(N(CC)CC)C.CN([C:21]([O:25][N:26]1N=NC2C=CC=N[C:27]1=2)=[N+](C)C)C.F[P-](F)(F)(F)(F)F.Cl.CNOC. The catalyst is CC#N.CCOC(C)=O. The product is [F:1][C:2]([F:10])([F:9])[C:3]([CH3:8])([CH3:7])[C:4]([N:26]([O:25][CH3:21])[CH3:27])=[O:5]. The yield is 0.790. (3) The reactants are Cl.[F:2][C:3]1[CH:8]=[CH:7][C:6]([CH:9]([C:17]2[CH:22]=[CH:21][C:20]([F:23])=[CH:19][CH:18]=2)[CH:10]2[C:15](=[O:16])[CH2:14][CH2:13][NH:12][CH2:11]2)=[CH:5][CH:4]=1.C(NCC)(C)C.[CH3:30][O:31][C:32]1[CH:39]=[CH:38][CH:37]=[C:36]([O:40][CH3:41])[C:33]=1[CH2:34]O. The catalyst is ClCCl. The product is [F:2][C:3]1[CH:8]=[CH:7][C:6]([CH:9]([C:17]2[CH:18]=[CH:19][C:20]([F:23])=[CH:21][CH:22]=2)[CH:10]2[C:15](=[O:16])[CH2:14][CH2:13][N:12]([CH2:34][C:33]3[C:36]([O:40][CH3:41])=[CH:37][CH:38]=[CH:39][C:32]=3[O:31][CH3:30])[CH2:11]2)=[CH:5][CH:4]=1. The yield is 0.600. (4) The reactants are [NH2:1][C:2]1[C:6]([C:7]#[N:8])=[CH:5][N:4]([CH:9]2[CH2:13][CH2:12][CH2:11][CH2:10]2)[N:3]=1.S(=O)(=O)(O)[OH:15].[NH4+].[OH-]. No catalyst specified. The product is [NH2:1][C:2]1[C:6]([C:7]([NH2:8])=[O:15])=[CH:5][N:4]([CH:9]2[CH2:10][CH2:11][CH2:12][CH2:13]2)[N:3]=1. The yield is 0.520. (5) The reactants are Br[C:2]1[NH:3][CH:4]=[C:5]([N+:7]([O-:9])=[O:8])[CH:6]=1.[F:10][C:11]1[CH:16]=[CH:15][C:14](B(O)O)=[CH:13][CH:12]=1. No catalyst specified. The product is [F:10][C:11]1[CH:16]=[CH:15][C:14]([C:2]2[NH:3][CH:4]=[C:5]([N+:7]([O-:9])=[O:8])[CH:6]=2)=[CH:13][CH:12]=1. The yield is 0.400. (6) The reactants are [I:1]I.[CH3:3][CH:4]1[CH2:8][C:7]2[CH:9]=[C:10]([O:13][C:14]([F:17])([F:16])[F:15])[CH:11]=[CH:12][C:6]=2[O:5]1. The yield is 0.850. The catalyst is C(Cl)(Cl)Cl.FC(F)(F)C([O-])=O.[Ag+]. The product is [I:1][C:12]1[C:6]2[O:5][CH:4]([CH3:3])[CH2:8][C:7]=2[CH:9]=[C:10]([O:13][C:14]([F:15])([F:17])[F:16])[CH:11]=1. (7) The reactants are CCN(C(C)C)C(C)C.[F:10][C:11]1[CH:16]=[CH:15][C:14]([C:17]2[O:34][C:20]3=[N:21][CH:22]=[C:23]([C:25]4[CH:26]=[C:27]([CH:31]=[CH:32][CH:33]=4)[C:28]([OH:30])=O)[CH:24]=[C:19]3[C:18]=2[C:35](=[O:38])[NH:36][CH3:37])=[CH:13][CH:12]=1.[CH3:39][C:40]([NH2:43])([CH3:42])[CH3:41].CN(C(ON1N=NC2C=CC=NC1=2)=[N+](C)C)C.F[P-](F)(F)(F)(F)F. The catalyst is CN(C=O)C.CCOC(C)=O. The product is [C:40]([NH:43][C:28]([C:27]1[CH:26]=[C:25]([C:23]2[CH:24]=[C:19]3[C:18]([C:35]([NH:36][CH3:37])=[O:38])=[C:17]([C:14]4[CH:15]=[CH:16][C:11]([F:10])=[CH:12][CH:13]=4)[O:34][C:20]3=[N:21][CH:22]=2)[CH:33]=[CH:32][CH:31]=1)=[O:30])([CH3:42])([CH3:41])[CH3:39]. The yield is 0.290.